From a dataset of Forward reaction prediction with 1.9M reactions from USPTO patents (1976-2016). Predict the product of the given reaction. (1) Given the reactants [I:1][C:2]1[CH:3]=[C:4]([CH2:8][NH2:9])[CH:5]=[CH:6][CH:7]=1.[Cl:10][C:11]1[S:15][C:14]([C:16]([NH:18][C:19]2[C:24]3[C:25](=O)[O:26][C:27](=[O:28])[C:23]=3[CH:22]=[CH:21][N:20]=2)=[O:17])=[CH:13][CH:12]=1, predict the reaction product. The product is: [Cl:10][C:11]1[S:15][C:14]([C:16]([NH:18][C:19]2[C:24]3[C:25](=[O:26])[N:9]([CH2:8][C:4]4[CH:5]=[CH:6][CH:7]=[C:2]([I:1])[CH:3]=4)[C:27](=[O:28])[C:23]=3[CH:22]=[CH:21][N:20]=2)=[O:17])=[CH:13][CH:12]=1. (2) The product is: [C:41]([NH:1][C:2]1[C:3]([C:7]([O:9][CH3:10])=[O:8])=[CH:4][S:5][CH:6]=1)(=[O:44])[CH2:42][CH3:43]. Given the reactants [NH2:1][C:2]1[C:3]([C:7]([O:9][CH3:10])=[O:8])=[CH:4][S:5][CH:6]=1.CCN=C=NCCCN(C)C.C1C=CC2N(O)N=NC=2C=1.CCN(C(C)C)C(C)C.[C:41](O)(=[O:44])[CH2:42][CH3:43], predict the reaction product. (3) The product is: [O:1]=[C:2]1[N:8]([CH:9]2[CH2:14][CH2:13][N:12]([C:15]([O:17][C@H:18]([CH2:40][C:41]3[CH:46]=[C:45]([C:47]([F:48])([F:50])[F:49])[C:44]([NH2:51])=[C:43]([Cl:52])[CH:42]=3)[C:19]([N:21]3[CH2:26][CH2:25][CH:24]([CH:27]4[CH2:28][CH2:29][N:30]([C:33](=[O:39])[CH2:34][CH2:35][C:36]([O:38][CH2:64][CH2:63][N:57]5[CH2:62][CH2:61][O:60][CH2:59][CH2:58]5)=[O:37])[CH2:31][CH2:32]4)[CH2:23][CH2:22]3)=[O:20])=[O:16])[CH2:11][CH2:10]2)[CH2:7][CH2:6][C:5]2[CH:53]=[CH:54][CH:55]=[CH:56][C:4]=2[NH:3]1. Given the reactants [O:1]=[C:2]1[N:8]([CH:9]2[CH2:14][CH2:13][N:12]([C:15]([O:17][C@H:18]([CH2:40][C:41]3[CH:46]=[C:45]([C:47]([F:50])([F:49])[F:48])[C:44]([NH2:51])=[C:43]([Cl:52])[CH:42]=3)[C:19]([N:21]3[CH2:26][CH2:25][CH:24]([CH:27]4[CH2:32][CH2:31][N:30]([C:33](=[O:39])[CH2:34][CH2:35][C:36]([OH:38])=[O:37])[CH2:29][CH2:28]4)[CH2:23][CH2:22]3)=[O:20])=[O:16])[CH2:11][CH2:10]2)[CH2:7][CH2:6][C:5]2[CH:53]=[CH:54][CH:55]=[CH:56][C:4]=2[NH:3]1.[N:57]1([CH2:63][CH2:64]O)[CH2:62][CH2:61][O:60][CH2:59][CH2:58]1, predict the reaction product. (4) Given the reactants C(N(CC)CC)C.[CH:8]([O:10][CH2:11][CH2:12][CH2:13][CH3:14])=[CH2:9].[Cl:15][C:16]1[N:21]=[C:20](Cl)[C:19]([CH:23]2[CH2:25][CH2:24]2)=[CH:18][N:17]=1, predict the reaction product. The product is: [CH2:11]([O:10]/[CH:8]=[CH:9]/[C:20]1[C:19]([CH:23]2[CH2:25][CH2:24]2)=[CH:18][N:17]=[C:16]([Cl:15])[N:21]=1)[CH2:12][CH2:13][CH3:14]. (5) Given the reactants I[C:2]1[CH:18]=[CH:17][C:5]2[O:6][CH2:7][CH2:8][C:9]3[N:10]([N:11]=[C:12]([C:14]([NH2:16])=[O:15])[CH:13]=3)[C:4]=2[CH:3]=1.[CH3:19][C:20]1[O:24][N:23]=[C:22]([C@:25]([OH:29])([C:27]#[CH:28])[CH3:26])[N:21]=1, predict the reaction product. The product is: [OH:29][C@:25]([C:22]1[N:21]=[C:20]([CH3:19])[O:24][N:23]=1)([CH3:26])[C:27]#[C:28][C:2]1[CH:18]=[CH:17][C:5]2[O:6][CH2:7][CH2:8][C:9]3[N:10]([N:11]=[C:12]([C:14]([NH2:16])=[O:15])[CH:13]=3)[C:4]=2[CH:3]=1. (6) Given the reactants [O:1]1[CH:5]=[CH:4][CH:3]=[C:2]1[C:6]([NH:8][C:9]1[CH:17]=[CH:16][CH:15]=[C:14]2[C:10]=1[C:11](=[O:31])[N:12]([CH:19]1[CH2:24][CH:23]([O:25]C(=O)C)[C:22](=[O:29])[NH:21][C:20]1=[O:30])[C:13]2=[O:18])=[O:7].C1(C)C=CC(S(O)(=O)=O)=CC=1, predict the reaction product. The product is: [O:1]1[CH:5]=[CH:4][CH:3]=[C:2]1[C:6]([NH:8][C:9]1[CH:17]=[CH:16][CH:15]=[C:14]2[C:10]=1[C:11](=[O:31])[N:12]([CH:19]1[CH2:24][CH:23]([OH:25])[C:22](=[O:29])[NH:21][C:20]1=[O:30])[C:13]2=[O:18])=[O:7]. (7) Given the reactants [Br:1][C:2]1[CH:14]=[CH:13][C:5]([O:6][CH:7]2[CH2:12][CH2:11][NH:10][CH2:9][CH2:8]2)=[C:4]([O:15][CH3:16])[CH:3]=1.[BH-](O[C:27]([CH3:29])=[O:28])(OC(C)=O)OC(C)=O.[Na+].Cl[CH2:32]CCl, predict the reaction product. The product is: [Br:1][C:2]1[CH:14]=[CH:13][C:5]([O:6][CH:7]2[CH2:12][CH2:11][N:10]([CH:29]3[CH2:27][O:28][CH2:32]3)[CH2:9][CH2:8]2)=[C:4]([O:15][CH3:16])[CH:3]=1. (8) The product is: [Cl:1][C:2]1[CH:7]=[C:6]([Cl:8])[CH:5]=[CH:4][C:3]=1[C:9]([F:16])([F:15])[C:10]([OH:12])=[O:11]. Given the reactants [Cl:1][C:2]1[CH:7]=[C:6]([Cl:8])[CH:5]=[CH:4][C:3]=1[C:9]([F:16])([F:15])[C:10]([O:12]CC)=[O:11].CO.O.O.[OH-].[Li+], predict the reaction product. (9) The product is: [CH2:7]([N:14]1[C:23]2[C:18](=[C:19]([CH2:25][CH:26]3[S:30][C:29](=[O:31])[NH:28][C:27]3=[O:32])[CH:20]=[CH:21][C:22]=2[O:24][CH2:34][C:35]2[CH:40]=[CH:39][CH:38]=[CH:37][CH:36]=2)[CH2:17][CH2:16][C:15]1=[O:33])[C:8]1[CH:13]=[CH:12][CH:11]=[CH:10][CH:9]=1. Given the reactants CC(C)([O-])C.[K+].[CH2:7]([N:14]1[C:23]2[C:18](=[C:19]([CH2:25][CH:26]3[S:30][C:29](=[O:31])[NH:28][C:27]3=[O:32])[CH:20]=[CH:21][C:22]=2[OH:24])[CH2:17][CH2:16][C:15]1=[O:33])[C:8]1[CH:13]=[CH:12][CH:11]=[CH:10][CH:9]=1.[CH2:34](Br)[C:35]1[CH:40]=[CH:39][CH:38]=[CH:37][CH:36]=1.S([O-])(O)(=O)=O.[K+], predict the reaction product. (10) Given the reactants CS([O:5][CH:6]1[CH2:11][CH2:10][N:9]([C:12]2[N:17]=[CH:16][C:15]([CH2:18][CH2:19][CH3:20])=[CH:14][N:13]=2)[CH2:8][CH2:7]1)(=O)=O.[Cl:21][C:22]1[C:23](O)=[CH:24][C:25](=[O:28])[NH:26][CH:27]=1.C(=O)([O-])[O-].[Cs+].[Cs+], predict the reaction product. The product is: [Cl:21][C:22]1[C:23]([O:5][CH:6]2[CH2:11][CH2:10][N:9]([C:12]3[N:17]=[CH:16][C:15]([CH2:18][CH2:19][CH3:20])=[CH:14][N:13]=3)[CH2:8][CH2:7]2)=[CH:24][C:25](=[O:28])[NH:26][CH:27]=1.